The task is: Predict which catalyst facilitates the given reaction.. This data is from Catalyst prediction with 721,799 reactions and 888 catalyst types from USPTO. (1) Reactant: [Br:1][C:2]1[N:6]([C@@H:7]2[O:24][CH2:23][C@@H:18]([O:19]C(=O)C)[C@@H:13]([O:14]C(=O)C)[C@H:8]2[O:9]C(=O)C)[C:5]2[CH:25]=[C:26]([Cl:31])[C:27]([Cl:30])=[C:28]([F:29])[C:4]=2[N:3]=1.[Li+].[OH-]. Product: [Br:1][C:2]1[N:6]([C@@H:7]2[O:24][CH2:23][C@@H:18]([OH:19])[C@@H:13]([OH:14])[C@H:8]2[OH:9])[C:5]2[CH:25]=[C:26]([Cl:31])[C:27]([Cl:30])=[C:28]([F:29])[C:4]=2[N:3]=1. The catalyst class is: 12. (2) Reactant: [NH2:1][C:2]1[CH:3]=[N:4][S:5][C:6]=1[O:7][CH2:8][CH:9]1[CH2:14][CH2:13][N:12]([C:15]([O:17][C:18]([CH3:21])([CH3:20])[CH3:19])=[O:16])[CH2:11][CH2:10]1.[F:22][C:23]1[CH:28]=[CH:27][CH:26]=[C:25]([F:29])[C:24]=1[C:30]1[N:35]=[C:34]([C:36](O)=[O:37])[CH:33]=[CH:32][C:31]=1[F:39].CN(C(ON1N=NC2C=CC=NC1=2)=[N+](C)C)C.F[P-](F)(F)(F)(F)F.CCN(C(C)C)C(C)C. Product: [F:22][C:23]1[CH:28]=[CH:27][CH:26]=[C:25]([F:29])[C:24]=1[C:30]1[N:35]=[C:34]([C:36]([NH:1][C:2]2[CH:3]=[N:4][S:5][C:6]=2[O:7][CH2:8][CH:9]2[CH2:10][CH2:11][N:12]([C:15]([O:17][C:18]([CH3:21])([CH3:20])[CH3:19])=[O:16])[CH2:13][CH2:14]2)=[O:37])[CH:33]=[CH:32][C:31]=1[F:39]. The catalyst class is: 39. (3) Reactant: [CH2:1]1[C:10]2[C:5](=[CH:6][CH:7]=[CH:8][CH:9]=2)[CH2:4][CH2:3][NH:2]1.C([O-])([O-])=O.[K+].[K+].Br[CH2:18][C:19]([O:21][CH2:22][CH3:23])=[O:20]. Product: [CH2:22]([O:21][C:19]([CH2:18][N:2]1[CH2:3][CH2:4][C:5]2[C:10](=[CH:9][CH:8]=[CH:7][CH:6]=2)[CH2:1]1)=[O:20])[CH3:23]. The catalyst class is: 1. (4) Reactant: C([O:3][C:4]([C@@H:6]1[CH2:11][C@:10]2([CH2:12][OH:13])[C@@H:8]([CH2:9]2)[N:7]1[C:14]([O:16][C:17]([CH3:20])([CH3:19])[CH3:18])=[O:15])=O)C.[Li+].[BH4-].C([O-])(O)=O.[Na+]. Product: [C:17]([O:16][C:14]([N:7]1[C@H:6]([CH2:4][OH:3])[CH2:11][C@:10]2([CH2:12][OH:13])[C@H:8]1[CH2:9]2)=[O:15])([CH3:20])([CH3:19])[CH3:18]. The catalyst class is: 1. (5) Reactant: [CH:1]1([C:7]2[C:8]3[CH:9]=[CH:10][C:11]([C:39](O)=[O:40])=[CH:12][C:13]=3[N:14]3[CH2:20][C:19]([C:21]([N:23]4[CH2:28][CH2:27][CH:26]([N:29]5[CH2:34][CH2:33][O:32][CH2:31][CH2:30]5)[CH2:25][CH2:24]4)=[O:22])=[CH:18][C:17]4[CH:35]=[CH:36][CH:37]=[CH:38][C:16]=4[C:15]=23)[CH2:6][CH2:5][CH2:4][CH2:3][CH2:2]1.O.Cl.Cl.[NH2:45][CH2:46][C:47]1[NH:48][C:49]2[CH:55]=[CH:54][CH:53]=[CH:52][C:50]=2[N:51]=1.C(N(CC)C(C)C)(C)C.Cl.CN(C)CCCN=C=NCC.ON1C2C=CC=CC=2N=N1. Product: [NH:48]1[C:49]2[CH:55]=[CH:54][CH:53]=[CH:52][C:50]=2[N:51]=[C:47]1[CH2:46][NH:45][C:39]([C:11]1[CH:10]=[CH:9][C:8]2[C:7]([CH:1]3[CH2:2][CH2:3][CH2:4][CH2:5][CH2:6]3)=[C:15]3[C:16]4[CH:38]=[CH:37][CH:36]=[CH:35][C:17]=4[CH:18]=[C:19]([C:21]([N:23]4[CH2:28][CH2:27][CH:26]([N:29]5[CH2:34][CH2:33][O:32][CH2:31][CH2:30]5)[CH2:25][CH2:24]4)=[O:22])[CH2:20][N:14]3[C:13]=2[CH:12]=1)=[O:40]. The catalyst class is: 3. (6) Reactant: [Na+:1].[OH:2][C:3]1[CH:8]=[CH:7][C:6]([S:9]([O-:12])(=[O:11])=[O:10])=[CH:5][CH:4]=1.[OH-].[K+].Br[CH:16]([OH:22])[CH2:17][CH2:18][CH2:19][CH2:20][CH3:21]. Product: [OH:22][CH2:16][CH2:17][CH2:18][CH2:19][CH2:20][CH2:21][O:2][C:3]1[CH:8]=[CH:7][C:6]([S:9]([O-:12])(=[O:10])=[O:11])=[CH:5][CH:4]=1.[Na+:1]. The catalyst class is: 8. (7) Reactant: [CH2:1]([N:8]1[CH2:12][CH2:11][CH2:10][CH:9]1[CH2:13]O)[C:2]1[CH:7]=[CH:6][CH:5]=[CH:4][CH:3]=1.S(Cl)([Cl:17])=O. Product: [CH2:1]([N:8]1[CH2:12][CH2:11][CH2:10][CH:9]1[CH2:13][Cl:17])[C:2]1[CH:7]=[CH:6][CH:5]=[CH:4][CH:3]=1. The catalyst class is: 22. (8) Reactant: [CH2:1]([NH:8][C:9]1[CH:14]=[CH:13][C:12]([CH2:15][N:16]2[CH2:21][CH2:20][N:19]([C:22]3[CH:27]=[CH:26][CH:25]=[CH:24][CH:23]=3)[CH2:18][CH2:17]2)=[CH:11][CH:10]=1)[C:2]1[CH:7]=[CH:6][CH:5]=[CH:4][CH:3]=1.[CH3:28][N:29]1[CH:33]=[C:32]([S:34](Cl)(=[O:36])=[O:35])[N:31]=[CH:30]1.N1C=CC=CC=1. Product: [CH2:1]([N:8]([C:9]1[CH:14]=[CH:13][C:12]([CH2:15][N:16]2[CH2:21][CH2:20][N:19]([C:22]3[CH:27]=[CH:26][CH:25]=[CH:24][CH:23]=3)[CH2:18][CH2:17]2)=[CH:11][CH:10]=1)[S:34]([C:32]1[N:31]=[CH:30][N:29]([CH3:28])[CH:33]=1)(=[O:36])=[O:35])[C:2]1[CH:3]=[CH:4][CH:5]=[CH:6][CH:7]=1. The catalyst class is: 4. (9) Reactant: [I:1][C:2]1[CH:14]=[CH:13][C:5]([CH2:6][N:7]2[CH2:12][CH2:11][O:10][CH2:9][CH2:8]2)=[C:4]([N+:15]([O-])=O)[CH:3]=1. Product: [I:1][C:2]1[CH:14]=[CH:13][C:5]([CH2:6][N:7]2[CH2:12][CH2:11][O:10][CH2:9][CH2:8]2)=[C:4]([NH2:15])[CH:3]=1. The catalyst class is: 770. (10) Reactant: CS(O[CH2:6][C@@H:7]1[O:11][C:10](=[O:12])[N:9]([C:13]2[CH:18]=[CH:17][C:16]([N:19]3[CH2:24][CH2:23][O:22][CH2:21][C:20]3=[O:25])=[CH:15][CH:14]=2)[CH2:8]1)(=O)=O.[C:26]([NH2:30])([CH3:29])([CH3:28])[CH3:27]. Product: [C:26]([NH:30][CH2:6][C@@H:7]1[O:11][C:10](=[O:12])[N:9]([C:13]2[CH:18]=[CH:17][C:16]([N:19]3[CH2:24][CH2:23][O:22][CH2:21][C:20]3=[O:25])=[CH:15][CH:14]=2)[CH2:8]1)([CH3:29])([CH3:28])[CH3:27]. The catalyst class is: 32.